Dataset: Reaction yield outcomes from USPTO patents with 853,638 reactions. Task: Predict the reaction yield, written as a fraction of the theoretical maximum amount of product (1.0 means a 100% yield; for example, 0.34 means a 34% yield). (1) The reactants are Br[C:2]1[CH:3]=[C:4]([C:8]2[C:16]([C:17]3[C:22]([F:23])=[CH:21][N:20]=[C:19]([NH:24][C:25]4[CH:30]=[CH:29][CH:28]=[C:27]([F:31])[CH:26]=4)[N:18]=3)=[C:11]3[CH:12]=[CH:13][CH:14]=[CH:15][N:10]3[N:9]=2)[CH:5]=[CH:6][CH:7]=1.CC1(C)C2C(=C(P(C3C=CC=CC=3)C3C=CC=CC=3)C=CC=2)OC2C(P(C3C=CC=CC=3)C3C=CC=CC=3)=CC=CC1=2.C([O-])([O-])=O.[Cs+].[Cs+].[F:80][C:81]1[CH:89]=[CH:88][CH:87]=[C:86]([F:90])[C:82]=1[C:83]([NH2:85])=[O:84]. The catalyst is O1CCOCC1.C1C=CC(/C=C/C(/C=C/C2C=CC=CC=2)=O)=CC=1.C1C=CC(/C=C/C(/C=C/C2C=CC=CC=2)=O)=CC=1.C1C=CC(/C=C/C(/C=C/C2C=CC=CC=2)=O)=CC=1.[Pd].[Pd]. The product is [F:80][C:81]1[CH:89]=[CH:88][CH:87]=[C:86]([F:90])[C:82]=1[C:83]([NH:85][C:2]1[CH:7]=[CH:6][CH:5]=[C:4]([C:8]2[C:16]([C:17]3[C:22]([F:23])=[CH:21][N:20]=[C:19]([NH:24][C:25]4[CH:30]=[CH:29][CH:28]=[C:27]([F:31])[CH:26]=4)[N:18]=3)=[C:11]3[CH:12]=[CH:13][CH:14]=[CH:15][N:10]3[N:9]=2)[CH:3]=1)=[O:84]. The yield is 0.610. (2) The reactants are [NH2:1][C:2]1[CH:15]=[CH:14][C:5]2[NH:6][C:7](=[O:13])[CH2:8][CH2:9][C:10]([CH3:12])([CH3:11])[C:4]=2[CH:3]=1.Cl[C:17]1[N:22]=[C:21]([NH:23][C:24]2[CH:25]=[C:26]([CH:31]=[CH:32][CH:33]=2)[C:27]([NH:29][CH3:30])=[O:28])[C:20]([Cl:34])=[CH:19][N:18]=1. No catalyst specified. The product is [Cl:34][C:20]1[C:21]([NH:23][C:24]2[CH:25]=[C:26]([CH:31]=[CH:32][CH:33]=2)[C:27]([NH:29][CH3:30])=[O:28])=[N:22][C:17]([NH:1][C:2]2[CH:15]=[CH:14][C:5]3[NH:6][C:7](=[O:13])[CH2:8][CH2:9][C:10]([CH3:12])([CH3:11])[C:4]=3[CH:3]=2)=[N:18][CH:19]=1. The yield is 0.190. (3) The reactants are [S:1]1[CH:5]=[CH:4][C:3]2[CH:6]=[C:7]([CH:10]3[C:19]4[C:14](=[CH:15][C:16]([O:20]C)=[CH:17][CH:18]=4)[CH2:13][N:12]([CH3:22])[CH2:11]3)[CH:8]=[CH:9][C:2]1=2.C([S-])C.[Na+].[NH4+].[Cl-]. The yield is 0.700. The product is [S:1]1[CH:5]=[CH:4][C:3]2[CH:6]=[C:7]([CH:10]3[C:19]4[C:14](=[CH:15][C:16]([OH:20])=[CH:17][CH:18]=4)[CH2:13][N:12]([CH3:22])[CH2:11]3)[CH:8]=[CH:9][C:2]1=2. The catalyst is CN(C=O)C. (4) The reactants are C[Si]([C:5]#[C:6][C:7]1[C:15]2[CH:14]=[N:13][CH:12]=[N:11][C:10]=2[NH:9][CH:8]=1)(C)C.C(=O)([O-])[O-].[K+].[K+]. The catalyst is CO.CCOC(C)=O. The product is [C:6]([C:7]1[C:15]2[CH:14]=[N:13][CH:12]=[N:11][C:10]=2[NH:9][CH:8]=1)#[CH:5]. The yield is 0.870. (5) The reactants are [CH3:1][O:2][C:3]1[CH:4]=[C:5]2[C:9](=[CH:10][C:11]=1[N:12]1[CH2:17][C@H:16]([CH3:18])[N:15]([CH3:19])[C@H:14]([CH3:20])[CH2:13]1)[NH:8][CH2:7][CH2:6]2.C[Al](C)C.[CH3:25][N:26]1[CH2:31][CH2:30][CH:29]([C:32]2[C:41]3[C:36](=[CH:37][CH:38]=[CH:39][CH:40]=3)[C:35]([C:42](OC)=[O:43])=[CH:34][CH:33]=2)[CH2:28][CH2:27]1. The catalyst is C1(C)C=CC=CC=1. The product is [CH3:1][O:2][C:3]1[CH:4]=[C:5]2[C:9](=[CH:10][C:11]=1[N:12]1[CH2:13][C@H:14]([CH3:20])[N:15]([CH3:19])[C@H:16]([CH3:18])[CH2:17]1)[N:8]([C:42]([C:35]1[C:36]3[C:41](=[CH:40][CH:39]=[CH:38][CH:37]=3)[C:32]([CH:29]3[CH2:30][CH2:31][N:26]([CH3:25])[CH2:27][CH2:28]3)=[CH:33][CH:34]=1)=[O:43])[CH2:7][CH2:6]2. The yield is 0.350.